Dataset: Reaction yield outcomes from USPTO patents with 853,638 reactions. Task: Predict the reaction yield, written as a fraction of the theoretical maximum amount of product (1.0 means a 100% yield; for example, 0.34 means a 34% yield). (1) No catalyst specified. The reactants are [Cl:1][C:2]1[CH:7]=[CH:6][C:5]([C:8]2[C:12]([CH2:13][O:14][C:15]3[CH:23]=[CH:22][C:18]([C:19]([OH:21])=O)=[CH:17][N:16]=3)=[C:11]([CH3:24])[O:10][N:9]=2)=[CH:4][CH:3]=1.CC1ON=C(C2C=CC=CC=2)C=1COC1C=CC(C(O)=O)=CN=1.[NH2:48][C:49]([CH3:53])([CH3:52])[CH2:50][OH:51]. The product is [Cl:1][C:2]1[CH:3]=[CH:4][C:5]([C:8]2[C:12]([CH2:13][O:14][C:15]3[CH:23]=[CH:22][C:18]([C:19]([NH:48][C:49]([CH3:53])([CH3:52])[CH2:50][OH:51])=[O:21])=[CH:17][N:16]=3)=[C:11]([CH3:24])[O:10][N:9]=2)=[CH:6][CH:7]=1. The yield is 0.300. (2) The reactants are [CH3:1][O:2][C:3]1[CH:4]=[C:5]2[C:10](=[CH:11][C:12]=1[O:13][CH3:14])[N:9]=[CH:8][N:7]=[C:6]2[O:15][C:16]1[CH:17]=[C:18]([CH:20]=[CH:21][CH:22]=1)[NH2:19].[F:23][C:24]([C:27]1[CH:31]=[C:30]([NH:32][C:33](=O)[O:34]C2C=CC=CC=2)[N:29]([C:42]2[CH:47]=[CH:46][CH:45]=[CH:44][CH:43]=2)[N:28]=1)([F:26])[CH3:25]. The catalyst is C1COCC1.CN(C1C=CN=CC=1)C. The product is [F:23][C:24]([C:27]1[CH:31]=[C:30]([NH:32][C:33]([NH:19][C:18]2[CH:20]=[CH:21][CH:22]=[C:16]([O:15][C:6]3[C:5]4[C:10](=[CH:11][C:12]([O:13][CH3:14])=[C:3]([O:2][CH3:1])[CH:4]=4)[N:9]=[CH:8][N:7]=3)[CH:17]=2)=[O:34])[N:29]([C:42]2[CH:47]=[CH:46][CH:45]=[CH:44][CH:43]=2)[N:28]=1)([F:26])[CH3:25]. The yield is 0.620.